This data is from Full USPTO retrosynthesis dataset with 1.9M reactions from patents (1976-2016). The task is: Predict the reactants needed to synthesize the given product. Given the product [Br:1][C:2]1[CH:11]=[CH:10][C:5]([C:6]([O:8][CH3:9])=[O:7])=[CH:4][C:3]=1[C:12]#[N:14], predict the reactants needed to synthesize it. The reactants are: [Br:1][C:2]1[CH:11]=[CH:10][C:5]([C:6]([O:8][CH3:9])=[O:7])=[CH:4][C:3]=1[CH3:12].O[N:14]1C(=O)C2C(=CC=CC=2)C1=O.N(OC(C)(C)C)=O.